From a dataset of Rat liver microsome stability data. Regression/Classification. Given a drug SMILES string, predict its absorption, distribution, metabolism, or excretion properties. Task type varies by dataset: regression for continuous measurements (e.g., permeability, clearance, half-life) or binary classification for categorical outcomes (e.g., BBB penetration, CYP inhibition). Dataset: rlm. (1) The drug is O=C(NCCC(c1ccccc1)c1ccccc1)c1ccccn1. The result is 1 (stable in rat liver microsomes). (2) The molecule is CS(=O)(=O)c1cccc(-c2cccc(-c3c(Cc4ccccc4)cnc4c(C(F)(F)F)cccc34)c2)c1. The result is 1 (stable in rat liver microsomes). (3) The molecule is Cn1c(=N)n(CCOc2ccc(Cl)cc2)c2cc(Cl)ccc21. The result is 0 (unstable in rat liver microsomes). (4) The compound is CC(=O)Nc1cccc(-c2nc(-c3c(C)noc3C)cc3c2cc(-c2ccccc2)n3C)c1. The result is 0 (unstable in rat liver microsomes). (5) The result is 0 (unstable in rat liver microsomes). The compound is NC(=O)c1cccc(-c2cc(Nc3ccc(OC(F)(F)F)cc3)ncn2)c1. (6) The molecule is O=C(NCCCc1ccccc1)C1CCN(c2nc(-c3ccc(Br)cc3)cs2)CC1. The result is 1 (stable in rat liver microsomes).